This data is from Catalyst prediction with 721,799 reactions and 888 catalyst types from USPTO. The task is: Predict which catalyst facilitates the given reaction. (1) Reactant: [CH3:1][O:2][C:3]1[CH:16]=[CH:15][C:6]([CH2:7][O:8][C@@H:9]([CH3:14])[C:10]([O:12]C)=[O:11])=[CH:5][CH:4]=1.[OH-].[Li+]. Product: [CH3:1][O:2][C:3]1[CH:4]=[CH:5][C:6]([CH2:7][O:8][C@@H:9]([CH3:14])[C:10]([OH:12])=[O:11])=[CH:15][CH:16]=1. The catalyst class is: 36. (2) Reactant: [CH2:1]([O:19][CH:20]1[CH:25]([O:26][CH2:27][CH2:28][CH2:29][CH2:30][CH2:31][CH2:32][CH2:33][CH2:34][CH2:35][CH2:36][CH2:37][CH2:38][CH2:39][CH2:40][CH2:41][CH2:42][CH2:43][CH3:44])[CH:24]([O:45][CH2:46][CH2:47][CH2:48][CH2:49][CH2:50][CH2:51][CH2:52][CH2:53][CH2:54][CH2:55][CH2:56][CH2:57][CH2:58][CH2:59][CH2:60][CH2:61][CH2:62][CH3:63])[CH2:23][CH:22]([CH2:64][OH:65])[CH2:21]1)[CH2:2][CH2:3][CH2:4][CH2:5][CH2:6][CH2:7][CH2:8][CH2:9][CH2:10][CH2:11][CH2:12][CH2:13][CH2:14][CH2:15][CH2:16][CH2:17][CH3:18].O[C:67]1[CH:74]=[CH:73][C:70]([CH:71]=[O:72])=[CH:69][CH:68]=1.C1(P(C2C=CC=CC=2)C2C=CC=CC=2)C=CC=CC=1. Product: [CH2:1]([O:19][CH:20]1[CH:25]([O:26][CH2:27][CH2:28][CH2:29][CH2:30][CH2:31][CH2:32][CH2:33][CH2:34][CH2:35][CH2:36][CH2:37][CH2:38][CH2:39][CH2:40][CH2:41][CH2:42][CH2:43][CH3:44])[CH:24]([O:45][CH2:46][CH2:47][CH2:48][CH2:49][CH2:50][CH2:51][CH2:52][CH2:53][CH2:54][CH2:55][CH2:56][CH2:57][CH2:58][CH2:59][CH2:60][CH2:61][CH2:62][CH3:63])[CH2:23][CH:22]([CH2:64][O:65][C:67]2[CH:74]=[CH:73][C:70]([CH:71]=[O:72])=[CH:69][CH:68]=2)[CH2:21]1)[CH2:2][CH2:3][CH2:4][CH2:5][CH2:6][CH2:7][CH2:8][CH2:9][CH2:10][CH2:11][CH2:12][CH2:13][CH2:14][CH2:15][CH2:16][CH2:17][CH3:18]. The catalyst class is: 1. (3) Reactant: C([NH:8][CH2:9][C:10](=[O:25])[CH2:11][CH2:12][C:13]([O:15][CH2:16][CH2:17][C:18]([O:20]C(C)(C)C)=[O:19])=[O:14])(OC(C)(C)C)=O.[BrH:26]. Product: [BrH:26].[NH2:8][CH2:9][C:10](=[O:25])[CH2:11][CH2:12][C:13]([O:15][CH2:16][CH2:17][C:18]([OH:20])=[O:19])=[O:14]. The catalyst class is: 15. (4) Reactant: [NH:1]1[CH:5]=[CH:4][C:3]([NH2:6])=[N:2]1.C(N(CC)CC)C.[F:14][C:15]1[CH:23]=[CH:22][CH:21]=[CH:20][C:16]=1[C:17](Cl)=[O:18]. Product: [F:14][C:15]1[CH:23]=[CH:22][CH:21]=[CH:20][C:16]=1[C:17]([NH:6][C:3]1[CH:4]=[CH:5][NH:1][N:2]=1)=[O:18]. The catalyst class is: 245. (5) Reactant: [F:1][C:2]1[C:7]([NH2:8])=[CH:6][CH:5]=[C:4]([F:9])[C:3]=1[NH:10][C:11]1[C:16]([C:17]2[N:25]=[CH:24][N:23]=[C:22]3[C:18]=2[N:19]=[CH:20][N:21]3[CH:26]2[CH2:31][CH2:30][CH2:29][CH2:28][O:27]2)=[CH:15][CH:14]=[CH:13][N:12]=1.[N:32]1([S:38](Cl)(=[O:40])=[O:39])[CH2:37][CH2:36][O:35][CH2:34][CH2:33]1.N1C=CC=CC=1. Product: [F:1][C:2]1[C:3]([NH:10][C:11]2[C:16]([C:17]3[N:25]=[CH:24][N:23]=[C:22]4[C:18]=3[N:19]=[CH:20][N:21]4[CH:26]3[CH2:31][CH2:30][CH2:29][CH2:28][O:27]3)=[CH:15][CH:14]=[CH:13][N:12]=2)=[C:4]([F:9])[CH:5]=[CH:6][C:7]=1[NH:8][S:38]([N:32]1[CH2:37][CH2:36][O:35][CH2:34][CH2:33]1)(=[O:40])=[O:39]. The catalyst class is: 4. (6) Reactant: N1CCCCC1C[OH:8].ClC1C2C(=CC(OC)=C(OC)C=2)N=CN=1.N1CCC(O)C1.ClC1C2C(=CC=CC=2)N=CC=1.[CH:41]([C:44]1[CH:49]=[CH:48][C:47]([N:50]=[C:51]=[O:52])=[CH:46][CH:45]=1)([CH3:43])[CH3:42].C[Si]([N-][Si](C)(C)C)(C)C.[Na+]. Product: [CH:41]([C:44]1[CH:49]=[CH:48][C:47]([NH:50][C:51](=[O:8])[OH:52])=[CH:46][CH:45]=1)([CH3:43])[CH3:42]. The catalyst class is: 12. (7) Reactant: [Cl:1][C:2]1[C:11]2[C:6](=[CH:7][CH:8]=[C:9]([C:12]([C:14]3[N:18]([CH3:19])[CH:17]=[N:16][CH:15]=3)=[O:13])[CH:10]=2)[N:5]=[C:4]([O:20][CH3:21])[C:3]=1[CH2:22][C:23]1[CH:28]=[CH:27][C:26]([S:29]([CH3:32])(=[O:31])=[O:30])=[CH:25][CH:24]=1.[N:33]1[CH:38]=[CH:37][CH:36]=[CH:35][C:34]=1[Mg]Br. Product: [Cl:1][C:2]1[C:11]2[C:6](=[CH:7][CH:8]=[C:9]([C:12]([C:14]3[N:18]([CH3:19])[CH:17]=[N:16][CH:15]=3)([C:34]3[CH:35]=[CH:36][CH:37]=[CH:38][N:33]=3)[OH:13])[CH:10]=2)[N:5]=[C:4]([O:20][CH3:21])[C:3]=1[CH2:22][C:23]1[CH:24]=[CH:25][C:26]([S:29]([CH3:32])(=[O:30])=[O:31])=[CH:27][CH:28]=1. The catalyst class is: 1.